Dataset: Catalyst prediction with 721,799 reactions and 888 catalyst types from USPTO. Task: Predict which catalyst facilitates the given reaction. (1) Reactant: [Cl:1][C:2]1[CH:7]=[C:6]([F:8])[CH:5]=[CH:4][C:3]=1[SH:9].[H-].[Na+].[H][H].[Br:14][CH2:15][CH2:16][CH2:17]Br. Product: [Cl:1][C:2]1[CH:7]=[C:6]([F:8])[CH:5]=[CH:4][C:3]=1[S:9][CH2:17][CH2:16][CH2:15][Br:14]. The catalyst class is: 214. (2) Reactant: [N:1]1(C(OC(C)(C)C)=O)[CH2:8][CH2:7][CH2:6][C@@H:2]1[C:3]([OH:5])=[O:4].[CH2:16]([N-:20][CH2:21][CH:22]([CH3:24])[CH3:23])[CH:17]([CH3:19])[CH3:18].FC(F)(F)C(O)=O. Product: [NH:1]1[CH2:8][CH2:7][CH2:6][C@@H:2]1[C:3]([OH:5])=[O:4].[CH2:16]([N-:20][CH2:21][CH:22]([CH3:24])[CH3:23])[CH:17]([CH3:19])[CH3:18]. The catalyst class is: 2. (3) Reactant: [CH:1]1[N:5]2[C:6]3[C:11]([CH2:12][CH2:13][C:4]2=[C:3]([CH2:14][CH:15]2[CH2:20][CH2:19][CH2:18][N:17]([C:21]([O:23][C:24]([CH3:27])([CH3:26])[CH3:25])=[O:22])[C:16]2=[O:28])[N:2]=1)=[CH:10][CH:9]=[CH:8][CH:7]=3.[OH-:29].[Li+].O. The catalyst class is: 7. Product: [C:24]([O:23][C:21]([NH:17][CH2:18][CH2:19][CH2:20][CH:15]([CH2:14][C:3]1[N:2]=[CH:1][N:5]2[C:6]3[C:11](=[CH:10][CH:9]=[CH:8][CH:7]=3)[CH2:12][CH2:13][C:4]=12)[C:16]([OH:28])=[O:29])=[O:22])([CH3:26])([CH3:25])[CH3:27]. (4) Reactant: Cl.[NH2:2][CH2:3][C:4]1[N:9]=[N:8][C:7]([C:10]([O:12][CH3:13])=[O:11])=[CH:6][CH:5]=1.C(N(CC)CC)C.[F:21][C:22]1[CH:27]=[CH:26][C:25]([S:28](Cl)(=[O:30])=[O:29])=[CH:24][C:23]=1[Cl:32]. Product: [Cl:32][C:23]1[CH:24]=[C:25]([S:28]([NH:2][CH2:3][C:4]2[N:9]=[N:8][C:7]([C:10]([O:12][CH3:13])=[O:11])=[CH:6][CH:5]=2)(=[O:29])=[O:30])[CH:26]=[CH:27][C:22]=1[F:21]. The catalyst class is: 4.